Regression. Given two drug SMILES strings and cell line genomic features, predict the synergy score measuring deviation from expected non-interaction effect. From a dataset of NCI-60 drug combinations with 297,098 pairs across 59 cell lines. (1) Drug 1: COC1=NC(=NC2=C1N=CN2C3C(C(C(O3)CO)O)O)N. Drug 2: CC1=C(C(=O)C2=C(C1=O)N3CC4C(C3(C2COC(=O)N)OC)N4)N. Cell line: MALME-3M. Synergy scores: CSS=15.8, Synergy_ZIP=-6.02, Synergy_Bliss=0.0772, Synergy_Loewe=-11.8, Synergy_HSA=0.586. (2) Drug 1: CC12CCC(CC1=CCC3C2CCC4(C3CC=C4C5=CN=CC=C5)C)O. Drug 2: C1CN(CCN1C(=O)CCBr)C(=O)CCBr. Cell line: U251. Synergy scores: CSS=29.1, Synergy_ZIP=-9.53, Synergy_Bliss=-1.50, Synergy_Loewe=-1.10, Synergy_HSA=0.223. (3) Drug 1: C1=CC(=CC=C1CC(C(=O)O)N)N(CCCl)CCCl.Cl. Drug 2: CC12CCC3C(C1CCC2O)C(CC4=C3C=CC(=C4)O)CCCCCCCCCS(=O)CCCC(C(F)(F)F)(F)F. Cell line: NCI-H322M. Synergy scores: CSS=-2.40, Synergy_ZIP=2.04, Synergy_Bliss=2.25, Synergy_Loewe=0.192, Synergy_HSA=-1.62. (4) Drug 1: CC12CCC(CC1=CCC3C2CCC4(C3CC=C4C5=CN=CC=C5)C)O. Synergy scores: CSS=42.5, Synergy_ZIP=4.58, Synergy_Bliss=6.67, Synergy_Loewe=-21.6, Synergy_HSA=4.17. Drug 2: CCC1(CC2CC(C3=C(CCN(C2)C1)C4=CC=CC=C4N3)(C5=C(C=C6C(=C5)C78CCN9C7C(C=CC9)(C(C(C8N6C=O)(C(=O)OC)O)OC(=O)C)CC)OC)C(=O)OC)O.OS(=O)(=O)O. Cell line: UACC-257. (5) Drug 1: CC(CN1CC(=O)NC(=O)C1)N2CC(=O)NC(=O)C2. Drug 2: C1=CC(=CC=C1C#N)C(C2=CC=C(C=C2)C#N)N3C=NC=N3. Cell line: NCIH23. Synergy scores: CSS=1.94, Synergy_ZIP=-6.67, Synergy_Bliss=-7.19, Synergy_Loewe=-8.56, Synergy_HSA=-6.84. (6) Drug 1: C1=CC(=CC=C1CCCC(=O)O)N(CCCl)CCCl. Drug 2: CC12CCC3C(C1CCC2OP(=O)(O)O)CCC4=C3C=CC(=C4)OC(=O)N(CCCl)CCCl.[Na+]. Cell line: COLO 205. Synergy scores: CSS=30.4, Synergy_ZIP=-11.7, Synergy_Bliss=-6.20, Synergy_Loewe=-19.9, Synergy_HSA=-6.18.